This data is from Peptide-MHC class I binding affinity with 185,985 pairs from IEDB/IMGT. The task is: Regression. Given a peptide amino acid sequence and an MHC pseudo amino acid sequence, predict their binding affinity value. This is MHC class I binding data. (1) The peptide sequence is EMIWDPNGW. The MHC is HLA-B15:17 with pseudo-sequence HLA-B15:17. The binding affinity (normalized) is 0.0847. (2) The peptide sequence is KINNNRIVA. The MHC is HLA-A02:03 with pseudo-sequence HLA-A02:03. The binding affinity (normalized) is 0.278. (3) The peptide sequence is YSELRPDTRY. The MHC is HLA-A30:02 with pseudo-sequence HLA-A30:02. The binding affinity (normalized) is 0.528. (4) The peptide sequence is MMLAQAYYG. The MHC is HLA-A03:01 with pseudo-sequence HLA-A03:01. The binding affinity (normalized) is 0.0847. (5) The peptide sequence is EVATRFNTM. The MHC is HLA-B51:01 with pseudo-sequence HLA-B51:01. The binding affinity (normalized) is 0.0847. (6) The peptide sequence is PHFKVGWAW. The MHC is Mamu-A07 with pseudo-sequence Mamu-A07. The binding affinity (normalized) is 0.166. (7) The peptide sequence is RVRAYTYSK. The MHC is HLA-A02:03 with pseudo-sequence HLA-A02:03. The binding affinity (normalized) is 0.